Dataset: Full USPTO retrosynthesis dataset with 1.9M reactions from patents (1976-2016). Task: Predict the reactants needed to synthesize the given product. (1) Given the product [C:1]([O:5][C:6]([NH:8][C@@H:9]([C@H:21]([CH3:29])[CH2:22][CH2:23][CH2:24][CH:25]([CH3:28])[CH:26]=[CH2:27])[C:10]([N:12]1[CH2:16][C@H:15]([O:17][C:31]2[C:40]3[C:35](=[CH:36][CH:37]=[CH:38][CH:39]=3)[C:34]([O:41][CH3:42])=[CH:33][N:32]=2)[CH2:14][C@H:13]1[C:18]([OH:20])=[O:19])=[O:11])=[O:7])([CH3:4])([CH3:3])[CH3:2], predict the reactants needed to synthesize it. The reactants are: [C:1]([O:5][C:6]([NH:8][CH:9]([C@H:21]([CH3:29])[CH2:22][CH2:23][CH2:24][CH:25]([CH3:28])[CH:26]=[CH2:27])[C:10]([N:12]1[CH2:16][C@H:15]([OH:17])[CH2:14][C@H:13]1[C:18]([OH:20])=[O:19])=[O:11])=[O:7])([CH3:4])([CH3:3])[CH3:2].Cl[C:31]1[C:40]2[C:35](=[CH:36][CH:37]=[CH:38][CH:39]=2)[C:34]([O:41][CH3:42])=[CH:33][N:32]=1.CC([O-])(C)C.[K+]. (2) Given the product [NH2:1][C@H:2]([C:34]1[CH:39]=[CH:38][CH:37]=[CH:36][CH:35]=1)[C:3]([NH:5][C:6]1[CH:11]=[C:10]([N:12]2[C:16](=[O:17])[C:15]([CH3:19])([CH3:18])[N:14]([CH2:20][C:21]3[CH:26]=[CH:25][N:24]=[C:23]([NH:40][C:41]4[CH:42]=[N:43][CH:44]=[CH:45][CH:46]=4)[CH:22]=3)[C:13]2=[O:28])[CH:9]=[CH:8][C:7]=1[O:29][C:30]([F:33])([F:32])[F:31])=[O:4], predict the reactants needed to synthesize it. The reactants are: [NH2:1][C@H:2]([C:34]1[CH:39]=[CH:38][CH:37]=[CH:36][CH:35]=1)[C:3]([NH:5][C:6]1[CH:11]=[C:10]([N:12]2[C:16](=[O:17])[C:15]([CH3:19])([CH3:18])[N:14]([CH2:20][C:21]3[CH:26]=[CH:25][N:24]=[C:23](Cl)[CH:22]=3)[C:13]2=[O:28])[CH:9]=[CH:8][C:7]=1[O:29][C:30]([F:33])([F:32])[F:31])=[O:4].[NH2:40][C:41]1[CH:42]=[N:43][CH:44]=[CH:45][CH:46]=1.CC1(C)C2C=CC(P(C3C=CC=CC=3)C3C=CC=CC=3)=CC=2OC2C1=CC=C(P(C1C=CC=CC=1)C1C=CC=CC=1)C=2.C(=O)([O-])[O-].[Cs+].[Cs+].